Dataset: Reaction yield outcomes from USPTO patents with 853,638 reactions. Task: Predict the reaction yield, written as a fraction of the theoretical maximum amount of product (1.0 means a 100% yield; for example, 0.34 means a 34% yield). The reactants are [C:1]([NH:9][C:10]1[CH:15]=[CH:14][N:13]([C@@H:16]2[S:22][C@H:21]([CH:23]([C:25]([C:42]3[CH:47]=[CH:46][CH:45]=[CH:44][CH:43]=3)([C:34]3[CH:39]=[CH:38][C:37]([O:40][CH3:41])=[CH:36][CH:35]=3)[C:26]3[CH:31]=[CH:30][C:29]([O:32][CH3:33])=[CH:28][CH:27]=3)[OH:24])[C@@H:19]([OH:20])[C@H:17]2[OH:18])[C:12](=[O:48])[N:11]=1)(=[O:8])[C:2]1[CH:7]=[CH:6][CH:5]=[CH:4][CH:3]=1.[CH3:49][C:50]([Si:53](Cl)([CH3:55])[CH3:54])([CH3:52])[CH3:51]. The catalyst is C1COCC1.C(OCC)(=O)C.[N+]([O-])([O-])=O.[Ag+]. The product is [C:1]([NH:9][C:10]1[CH:15]=[CH:14][N:13]([C@@H:16]2[S:22][C@H:21]([CH:23]([C:25]([C:42]3[CH:47]=[CH:46][CH:45]=[CH:44][CH:43]=3)([C:26]3[CH:31]=[CH:30][C:29]([O:32][CH3:33])=[CH:28][CH:27]=3)[C:34]3[CH:35]=[CH:36][C:37]([O:40][CH3:41])=[CH:38][CH:39]=3)[OH:24])[C@@H:19]([OH:20])[C@@:17]2([Si:53]([C:50]([CH3:52])([CH3:51])[CH3:49])([CH3:55])[CH3:54])[OH:18])[C:12](=[O:48])[N:11]=1)(=[O:8])[C:2]1[CH:7]=[CH:6][CH:5]=[CH:4][CH:3]=1. The yield is 0.450.